Dataset: NCI-60 drug combinations with 297,098 pairs across 59 cell lines. Task: Regression. Given two drug SMILES strings and cell line genomic features, predict the synergy score measuring deviation from expected non-interaction effect. (1) Drug 1: CN(C)N=NC1=C(NC=N1)C(=O)N. Drug 2: CNC(=O)C1=NC=CC(=C1)OC2=CC=C(C=C2)NC(=O)NC3=CC(=C(C=C3)Cl)C(F)(F)F. Cell line: IGROV1. Synergy scores: CSS=13.8, Synergy_ZIP=-11.3, Synergy_Bliss=-4.57, Synergy_Loewe=-10.4, Synergy_HSA=-4.08. (2) Drug 1: C1CN(CCN1C(=O)CCBr)C(=O)CCBr. Drug 2: CC(C)CN1C=NC2=C1C3=CC=CC=C3N=C2N. Cell line: SW-620. Synergy scores: CSS=17.1, Synergy_ZIP=-5.08, Synergy_Bliss=0.112, Synergy_Loewe=-0.950, Synergy_HSA=-1.56. (3) Drug 1: COC1=CC(=CC(=C1O)OC)C2C3C(COC3=O)C(C4=CC5=C(C=C24)OCO5)OC6C(C(C7C(O6)COC(O7)C8=CC=CS8)O)O. Drug 2: CCN(CC)CCCC(C)NC1=C2C=C(C=CC2=NC3=C1C=CC(=C3)Cl)OC. Cell line: OVCAR3. Synergy scores: CSS=22.2, Synergy_ZIP=-10.7, Synergy_Bliss=-4.06, Synergy_Loewe=-13.7, Synergy_HSA=-3.99. (4) Drug 1: COC1=CC(=CC(=C1O)OC)C2C3C(COC3=O)C(C4=CC5=C(C=C24)OCO5)OC6C(C(C7C(O6)COC(O7)C8=CC=CS8)O)O. Drug 2: CCC1=C2CN3C(=CC4=C(C3=O)COC(=O)C4(CC)O)C2=NC5=C1C=C(C=C5)O. Cell line: CCRF-CEM. Synergy scores: CSS=79.8, Synergy_ZIP=-0.128, Synergy_Bliss=-0.0878, Synergy_Loewe=0.675, Synergy_HSA=3.37. (5) Drug 1: CNC(=O)C1=NC=CC(=C1)OC2=CC=C(C=C2)NC(=O)NC3=CC(=C(C=C3)Cl)C(F)(F)F. Drug 2: CC1CCCC2(C(O2)CC(NC(=O)CC(C(C(=O)C(C1O)C)(C)C)O)C(=CC3=CSC(=N3)C)C)C. Cell line: SK-OV-3. Synergy scores: CSS=45.7, Synergy_ZIP=4.51, Synergy_Bliss=3.15, Synergy_Loewe=-14.9, Synergy_HSA=2.76.